From a dataset of Catalyst prediction with 721,799 reactions and 888 catalyst types from USPTO. Predict which catalyst facilitates the given reaction. (1) Reactant: [O:1]=[C:2]([N:6]([CH2:18][C:19]1[CH:24]=[CH:23][C:22]([C:25]#[C:26][C:27]2[CH:32]=[CH:31][C:30]([CH2:33][CH2:34][CH3:35])=[CH:29][CH:28]=2)=[CH:21][CH:20]=1)[CH2:7][C:8]1[CH:13]=[CH:12][C:11]([C:14]([F:17])([F:16])[F:15])=[CH:10][CH:9]=1)[C:3]([OH:5])=[O:4]. Product: [O:1]=[C:2]([N:6]([CH2:18][C:19]1[CH:24]=[CH:23][C:22]([CH2:25][CH2:26][C:27]2[CH:32]=[CH:31][C:30]([CH2:33][CH2:34][CH3:35])=[CH:29][CH:28]=2)=[CH:21][CH:20]=1)[CH2:7][C:8]1[CH:9]=[CH:10][C:11]([C:14]([F:15])([F:16])[F:17])=[CH:12][CH:13]=1)[C:3]([OH:5])=[O:4]. The catalyst class is: 25. (2) Reactant: [OH:1][C:2]1[CH:3]=[C:4]([NH:10][C:11]([S:15][CH3:16])=[CH:12][C:13]#[N:14])[CH:5]=[CH:6][C:7]=1[O:8][CH3:9].[C:17](OC(=O)C)(=[O:19])[CH3:18].N1C=CC=CC=1. Product: [C:17]([O:1][C:2]1[CH:3]=[C:4]([NH:10][C:11]([S:15][CH3:16])=[CH:12][C:13]#[N:14])[CH:5]=[CH:6][C:7]=1[O:8][CH3:9])(=[O:19])[CH3:18]. The catalyst class is: 11. (3) Reactant: Cl.[NH2:2][C@H:3]([C:5]1[C:6](=[O:16])[NH:7][C:8]2[C:13]([CH:14]=1)=[CH:12][C:11]([Cl:15])=[CH:10][CH:9]=2)[CH3:4].F[C:18]1[CH:23]=[C:22]([I:24])[CH:21]=[CH:20][N:19]=1.CS(C)=O.CCN(C(C)C)C(C)C. Product: [Cl:15][C:11]1[CH:12]=[C:13]2[C:8](=[CH:9][CH:10]=1)[NH:7][C:6](=[O:16])[C:5]([C@@H:3]([NH:2][C:18]1[CH:23]=[C:22]([I:24])[CH:21]=[CH:20][N:19]=1)[CH3:4])=[CH:14]2. The catalyst class is: 6.